Dataset: Reaction yield outcomes from USPTO patents with 853,638 reactions. Task: Predict the reaction yield, written as a fraction of the theoretical maximum amount of product (1.0 means a 100% yield; for example, 0.34 means a 34% yield). (1) The reactants are [CH:1](=O)[C:2]1[O:6][CH:5]=[CH:4][CH:3]=1.[Br:8][C:9]1[CH:16]=[CH:15][C:12]([CH2:13]Br)=[CH:11][CH:10]=1.C1([SiH2]C2C=CC=CC=2)C=CC=CC=1.CCN(C(C)C)C(C)C. The catalyst is C1(C)C=CC=CC=1. The product is [Br:8][C:9]1[CH:16]=[CH:15][C:12]([CH:13]=[CH:1][C:2]2[O:6][CH:5]=[CH:4][CH:3]=2)=[CH:11][CH:10]=1. The yield is 0.890. (2) The reactants are Cl[C:2]([O:4][CH2:5][CH2:6][CH2:7][CH2:8][CH2:9][CH2:10][CH3:11])=[O:3].[CH:12]1[C:18]([NH2:19])=[N:17][C:15](=[O:16])[N:14]([C@@H:20]2[O:24][C@H:23]([CH2:25][OH:26])[C@@H:22]([OH:27])[C:21]2([F:29])[F:28])[CH:13]=1.Cl. No catalyst specified. The product is [F:29][C:21]1([F:28])[C@H:22]([OH:27])[C@@H:23]([CH2:25][OH:26])[O:24][C@H:20]1[N:14]1[CH:13]=[CH:12][C:18]([NH:19][C:2]([O:4][CH2:5][CH2:6][CH2:7][CH2:8][CH2:9][CH2:10][CH3:11])=[O:3])=[N:17][C:15]1=[O:16]. The yield is 0.930. (3) The reactants are [Cl:1][C:2]1[CH:3]=[CH:4][CH:5]=[C:6]2[C:10]=1[NH:9][N:8]=[CH:7]2.ClC1C=CC=C2C=1N([CH2:21][CH2:22][C:23]#[C:24][Si:25]([CH3:28])([CH3:27])[CH3:26])N=C2. No catalyst specified. The product is [Cl:1][C:2]1[C:10]2[C:6](=[CH:7][N:8]([CH2:21][CH2:22][C:23]#[C:24][Si:25]([CH3:28])([CH3:27])[CH3:26])[N:9]=2)[CH:5]=[CH:4][CH:3]=1. The yield is 0.630.